This data is from Reaction yield outcomes from USPTO patents with 853,638 reactions. The task is: Predict the reaction yield, written as a fraction of the theoretical maximum amount of product (1.0 means a 100% yield; for example, 0.34 means a 34% yield). (1) The catalyst is C(#N)C.CCOC(C)=O.C1C=CC([P]([Pd]([P](C2C=CC=CC=2)(C2C=CC=CC=2)C2C=CC=CC=2)([P](C2C=CC=CC=2)(C2C=CC=CC=2)C2C=CC=CC=2)[P](C2C=CC=CC=2)(C2C=CC=CC=2)C2C=CC=CC=2)(C2C=CC=CC=2)C2C=CC=CC=2)=CC=1. The reactants are [NH2:1][C:2]1[CH2:3][C:4]([C:14]([N:16]([CH2:20][CH2:21][CH3:22])[CH2:17][CH2:18][CH3:19])=[O:15])=[CH:5][C:6]2[CH:12]=[CH:11][C:10](Br)=[CH:9][C:7]=2[N:8]=1.[CH3:23][O:24][C:25]([C:27]1[CH:32]=[CH:31][C:30](B(O)O)=[CH:29][CH:28]=1)=[O:26].C(=O)([O-])[O-].[K+].[K+]. The yield is 0.230. The product is [NH2:1][C:2]1[CH2:3][C:4]([C:14](=[O:15])[N:16]([CH2:20][CH2:21][CH3:22])[CH2:17][CH2:18][CH3:19])=[CH:5][C:6]2[CH:12]=[CH:11][C:10]([C:30]3[CH:31]=[CH:32][C:27]([C:25]([O:24][CH3:23])=[O:26])=[CH:28][CH:29]=3)=[CH:9][C:7]=2[N:8]=1. (2) The reactants are [CH2:1]([C:3]1[NH:4][C:5](=[O:27])[C:6]([CH2:12][C:13]2[CH:18]=[CH:17][C:16]([C:19]3[C:20]([C:25]#[N:26])=[CH:21][CH:22]=[CH:23][CH:24]=3)=[CH:15][CH:14]=2)=[C:7]([CH2:9][CH2:10][CH3:11])[N:8]=1)[CH3:2].[CH:28]([O:31][C:32]1[N:37]=[CH:36][C:35](B(O)O)=[CH:34][CH:33]=1)([CH3:30])[CH3:29].C(N(CC)CC)C.N1C=CC=CC=1. The catalyst is ClCCl.C(OCC)(=O)C.C([O-])(=O)C.[Cu+2].C([O-])(=O)C. The product is [CH2:1]([C:3]1[N:4]([C:35]2[CH:36]=[N:37][C:32]([O:31][CH:28]([CH3:30])[CH3:29])=[CH:33][CH:34]=2)[C:5](=[O:27])[C:6]([CH2:12][C:13]2[CH:18]=[CH:17][C:16]([C:19]3[C:20]([C:25]#[N:26])=[CH:21][CH:22]=[CH:23][CH:24]=3)=[CH:15][CH:14]=2)=[C:7]([CH2:9][CH2:10][CH3:11])[N:8]=1)[CH3:2]. The yield is 0.560. (3) The reactants are [Br:1][C:2]1[C:10]([F:11])=[CH:9][C:5]([C:6]([OH:8])=[O:7])=[C:4]([F:12])[CH:3]=1.S(=O)(=O)(O)O.N#N.[CH3:20]O. No catalyst specified. The product is [Br:1][C:2]1[C:10]([F:11])=[CH:9][C:5]([C:6]([O:8][CH3:20])=[O:7])=[C:4]([F:12])[CH:3]=1. The yield is 0.910. (4) The yield is 0.630. The reactants are Br[C:2]1[CH:3]=[C:4]([CH:13]=[CH:14][CH:15]=1)[CH2:5][N:6]1[CH2:11][CH2:10][NH:9][C:8](=[O:12])[CH2:7]1.[B:16]1([B:16]2[O:20][C:19]([CH3:22])([CH3:21])[C:18]([CH3:24])([CH3:23])[O:17]2)[O:20][C:19]([CH3:22])([CH3:21])[C:18]([CH3:24])([CH3:23])[O:17]1.C([O-])(=O)C.[K+]. The product is [CH3:23][C:18]1([CH3:24])[C:19]([CH3:22])([CH3:21])[O:20][B:16]([C:2]2[CH:3]=[C:4]([CH:13]=[CH:14][CH:15]=2)[CH2:5][N:6]2[CH2:11][CH2:10][NH:9][C:8](=[O:12])[CH2:7]2)[O:17]1. The catalyst is CN(C=O)C.C1C=CC(P(C2C=CC=CC=2)[C-]2C=CC=C2)=CC=1.C1C=CC(P(C2C=CC=CC=2)[C-]2C=CC=C2)=CC=1.Cl[Pd]Cl.[Fe+2]. (5) The reactants are [Cl:1][C:2]1[N:9]=[C:8]([F:10])[C:7]([F:11])=[CH:6][C:3]=1[C:4]#[N:5].C(N)(=[O:14])C.C1COCC1. The catalyst is [Pd](Cl)Cl.O.CCCCCC.CCOC(C)=O. The product is [Cl:1][C:2]1[N:9]=[C:8]([F:10])[C:7]([F:11])=[CH:6][C:3]=1[C:4]([NH2:5])=[O:14]. The yield is 0.830.